From a dataset of Reaction yield outcomes from USPTO patents with 853,638 reactions. Predict the reaction yield, written as a fraction of the theoretical maximum amount of product (1.0 means a 100% yield; for example, 0.34 means a 34% yield). (1) The product is [CH2:2]([C:1]1[N:35]=[C:34]([N:30]2[CH2:31][CH2:32][CH2:33][CH:29]2[C:27]2[O:26][N:25]=[C:24]([C:19]3[CH:20]=[CH:21][CH:22]=[CH:23][N:18]=3)[CH:28]=2)[N:36]=[C:6]([OH:7])[CH:5]=1)[CH3:3]. The yield is 0.460. The catalyst is C(O)CCC. The reactants are [C:1]([CH2:5][C:6](OCC)=[O:7])(=O)[CH2:2][CH3:3].FC(F)(F)C(O)=O.[N:18]1[CH:23]=[CH:22][CH:21]=[CH:20][C:19]=1[C:24]1[CH:28]=[C:27]([CH:29]2[CH2:33][CH2:32][CH2:31][N:30]2[C:34](=[NH:36])[NH2:35])[O:26][N:25]=1.C[O-].[Na+]. (2) The reactants are [F:1][C:2]([F:7])([F:6])[C:3]([OH:5])=[O:4].[CH2:8]([S:10]([N:13]1[CH2:18][CH2:17][CH:16]([C:19]2[C:27]3[C:22](=[C:23]([C:36]([NH2:38])=[O:37])[CH:24]=[C:25]([C:28]4[S:29][CH:30]=[C:31]([CH2:33][NH:34][CH3:35])[CH:32]=4)[CH:26]=3)[NH:21][CH:20]=2)[CH2:15][CH2:14]1)(=[O:12])=[O:11])[CH3:9].CN. No catalyst specified. The product is [F:1][C:2]([F:7])([F:6])[C:3]([OH:5])=[O:4].[CH3:35][N:34]([CH2:33][C:31]1[CH:32]=[C:28]([C:25]2[CH:26]=[C:27]3[C:22](=[C:23]([C:36]([NH2:38])=[O:37])[CH:24]=2)[NH:21][CH:20]=[C:19]3[CH:16]2[CH2:15][CH2:14][N:13]([S:10]([CH2:8][CH3:9])(=[O:11])=[O:12])[CH2:18][CH2:17]2)[S:29][CH:30]=1)[CH3:2]. The yield is 0.153.